The task is: Predict the product of the given reaction.. This data is from Forward reaction prediction with 1.9M reactions from USPTO patents (1976-2016). (1) Given the reactants [CH2:1]([S:3]([C:6]1[CH:7]=[CH:8][C:9]([NH2:12])=[N:10][CH:11]=1)(=[O:5])=[O:4])[CH3:2].Br[C:14]1[C:15](=[O:22])[N:16]([CH3:21])[N:17]=[C:18]([Cl:20])[CH:19]=1.CC1(C)C2C(=C(P(C3C=CC=CC=3)C3C=CC=CC=3)C=CC=2)OC2C(P(C3C=CC=CC=3)C3C=CC=CC=3)=CC=CC1=2.C([O-])([O-])=O.[Cs+].[Cs+], predict the reaction product. The product is: [Cl:20][C:18]1[CH:19]=[C:14]([NH:12][C:9]2[CH:8]=[CH:7][C:6]([S:3]([CH2:1][CH3:2])(=[O:4])=[O:5])=[CH:11][N:10]=2)[C:15](=[O:22])[N:16]([CH3:21])[N:17]=1. (2) Given the reactants [O:1]1[C:5]2[CH:6]=[CH:7][C:8]([C:10]3[S:11][CH:12]=[C:13]([C:15]([OH:17])=O)[N:14]=3)=[CH:9][C:4]=2[CH2:3][CH2:2]1.Br.NC1NC2C=CC(C([C:31]3[CH:35]=[CH:34][S:33][CH:32]=3)=O)=CC=2N=1.F[P-](F)(F)(F)(F)F.[N:43]1(OC(N(C)C)=[N+](C)C)[C:47]2[CH:48]=[CH:49][CH:50]=[CH:51][C:46]=2[N:45]=N1.C([N:63]([CH2:67]C)C(C)C)(C)C.CN(C)[CH:71]=[O:72], predict the reaction product. The product is: [O:1]1[C:5]2[CH:6]=[CH:7][C:8]([C:10]3[S:11][CH:12]=[C:13]([C:15]([NH:63][C:67]4[NH:45][C:46]5[CH:51]=[CH:50][C:49]([C:71]([C:34]6[S:33][CH:32]=[CH:31][CH:35]=6)=[O:72])=[CH:48][C:47]=5[N:43]=4)=[O:17])[N:14]=3)=[CH:9][C:4]=2[CH2:3][CH2:2]1.